This data is from Reaction yield outcomes from USPTO patents with 853,638 reactions. The task is: Predict the reaction yield, written as a fraction of the theoretical maximum amount of product (1.0 means a 100% yield; for example, 0.34 means a 34% yield). (1) The reactants are [C:1]([C:4]1[CH:9]=[CH:8][C:7]([S:10]([NH:13][CH2:14][CH2:15][CH2:16][N:17]2[CH:21]=[CH:20][N:19]=[CH:18]2)(=[O:12])=[O:11])=[CH:6][CH:5]=1)(=[O:3])[CH3:2].[CH3:22][O:23][C:24]1[CH:31]=[C:30]([O:32][CH3:33])[C:29]([N:34]2[CH2:38][CH2:37][CH2:36][CH2:35]2)=[CH:28][C:25]=1[CH:26]=O.C[O-].[Li+]. The catalyst is CN(C=O)C.CO. The product is [CH3:22][O:23][C:24]1[CH:31]=[C:30]([O:32][CH3:33])[C:29]([N:34]2[CH2:38][CH2:37][CH2:36][CH2:35]2)=[CH:28][C:25]=1/[CH:26]=[CH:2]/[C:1]([C:4]1[CH:9]=[CH:8][C:7]([S:10]([NH:13][CH2:14][CH2:15][CH2:16][N:17]2[CH:21]=[CH:20][N:19]=[CH:18]2)(=[O:12])=[O:11])=[CH:6][CH:5]=1)=[O:3]. The yield is 0.410. (2) The reactants are [F:1][C:2]1[CH:3]=[C:4]([CH:7]=[C:8]([F:10])[CH:9]=1)[CH:5]=O.[NH:11]1[CH2:15][CH2:14][CH2:13][CH2:12]1.C(O[BH-](OC(=O)C)OC(=O)C)(=O)C.[Na+].C([O-])(O)=O.[Na+]. The catalyst is C1COCC1.CCOC(C)=O. The product is [F:1][C:2]1[CH:3]=[C:4]([CH:7]=[C:8]([F:10])[CH:9]=1)[CH2:5][N:11]1[CH2:15][CH2:14][CH2:13][CH2:12]1. The yield is 0.740. (3) The reactants are [NH2:1][CH2:2][CH2:3][OH:4].[H-].[Na+].Cl[C:8]1[CH:13]=[C:12]([NH2:14])[CH:11]=[CH:10][N:9]=1.O. The catalyst is O1CCOCC1. The product is [NH2:1][CH2:2][CH2:3][O:4][C:8]1[CH:13]=[C:12]([NH2:14])[CH:11]=[CH:10][N:9]=1. The yield is 0.209. (4) The reactants are FC(F)(F)C1C=CC(C2C=CC=C([CH2:15][O:16][C:17]3[CH:22]=[CH:21][C:20]([C:23]4([CH2:27][C:28]([O:30][CH2:31][CH3:32])=[O:29])[CH2:26][O:25][CH2:24]4)=[CH:19][CH:18]=3)C=2)=CC=1.OC1C=CC(C2(CC(OCC)=O)COC2)=CC=1.[F:52][C:53]1[C:60]([C:61]([F:64])([F:63])[F:62])=[CH:59][CH:58]=[CH:57][C:54]=1CBr. No catalyst specified. The product is [F:52][C:53]1[C:60]([C:61]([F:62])([F:63])[F:64])=[CH:59][CH:58]=[CH:57][C:54]=1[CH2:15][O:16][C:17]1[CH:22]=[CH:21][C:20]([C:23]2([CH2:27][C:28]([O:30][CH2:31][CH3:32])=[O:29])[CH2:24][O:25][CH2:26]2)=[CH:19][CH:18]=1. The yield is 0.780. (5) The reactants are [NH:1]1[C:5]2[CH:6]=[CH:7][CH:8]=[CH:9][C:4]=2[N:3]=[C:2]1[CH2:10][N:11]([CH3:22])[CH:12]1[C:21]2[N:20]=[CH:19][CH:18]=[CH:17][C:16]=2[CH2:15][CH2:14][CH2:13]1.Cl[CH2:24][CH2:25][CH2:26][N:27]1[CH2:32][CH2:31][N:30]([C:33]([O:35][C:36]([CH3:39])([CH3:38])[CH3:37])=[O:34])[CH2:29][CH2:28]1.CN(CC1N(CCN2CCCCC2)C2C=CC=CC=2N=1)C1C2N=CC=CC=2CCC1. No catalyst specified. The product is [CH3:22][N:11]([CH2:10][C:2]1[N:3]([CH2:24][CH2:25][CH2:26][N:27]2[CH2:32][CH2:31][N:30]([C:33]([O:35][C:36]([CH3:37])([CH3:39])[CH3:38])=[O:34])[CH2:29][CH2:28]2)[C:4]2[CH:9]=[CH:8][CH:7]=[CH:6][C:5]=2[N:1]=1)[CH:12]1[C:21]2[N:20]=[CH:19][CH:18]=[CH:17][C:16]=2[CH2:15][CH2:14][CH2:13]1. The yield is 0.940.